From a dataset of Full USPTO retrosynthesis dataset with 1.9M reactions from patents (1976-2016). Predict the reactants needed to synthesize the given product. (1) Given the product [Cl:31][C:32]1[CH:37]=[C:36]([C:2]2[CH:3]=[C:4]3[C:9](=[CH:10][CH:11]=2)[N:8]=[CH:7][C:6]([C:12]([CH:14]2[CH2:15][CH2:16]2)=[O:13])=[C:5]3[NH:17][C@H:18]2[CH2:23][CH2:22][C@H:21]([CH2:24][N:25]3[CH2:29][CH2:28][CH:27]([OH:30])[CH2:26]3)[CH2:20][CH2:19]2)[CH:35]=[C:34]([F:47])[C:33]=1[OH:48], predict the reactants needed to synthesize it. The reactants are: Br[C:2]1[CH:3]=[C:4]2[C:9](=[CH:10][CH:11]=1)[N:8]=[CH:7][C:6]([C:12]([CH:14]1[CH2:16][CH2:15]1)=[O:13])=[C:5]2[NH:17][C@H:18]1[CH2:23][CH2:22][C@H:21]([CH2:24][N:25]2[CH2:29][CH2:28][CH:27]([OH:30])[CH2:26]2)[CH2:20][CH2:19]1.[Cl:31][C:32]1[CH:37]=[C:36](B2OC(C)(C)C(C)(C)O2)[CH:35]=[C:34]([F:47])[C:33]=1[OH:48]. (2) Given the product [CH2:40]([N:48]1[CH:52]=[C:51]([C:2]2[C:10]3[C:5](=[N:6][CH:7]=[C:8]([C:11]4[CH:16]=[CH:15][C:14]([N:17]5[CH2:22][CH2:21][N:20]([C:23]([O:25][C:26]([CH3:29])([CH3:28])[CH3:27])=[O:24])[CH2:19][CH2:18]5)=[CH:13][CH:12]=4)[CH:9]=3)[N:4]([S:30]([C:33]3[CH:39]=[CH:38][C:36]([CH3:37])=[CH:35][CH:34]=3)(=[O:32])=[O:31])[CH:3]=2)[CH:50]=[N:49]1)[CH2:41][C:42]1[CH:47]=[CH:46][CH:45]=[CH:44][CH:43]=1, predict the reactants needed to synthesize it. The reactants are: I[C:2]1[C:10]2[C:5](=[N:6][CH:7]=[C:8]([C:11]3[CH:16]=[CH:15][C:14]([N:17]4[CH2:22][CH2:21][N:20]([C:23]([O:25][C:26]([CH3:29])([CH3:28])[CH3:27])=[O:24])[CH2:19][CH2:18]4)=[CH:13][CH:12]=3)[CH:9]=2)[N:4]([S:30]([C:33]2[CH:39]=[CH:38][C:36]([CH3:37])=[CH:35][CH:34]=2)(=[O:32])=[O:31])[CH:3]=1.[CH2:40]([N:48]1[CH:52]=[C:51](B2OC(C)(C)C(C)(C)O2)[CH:50]=[N:49]1)[CH2:41][C:42]1[CH:47]=[CH:46][CH:45]=[CH:44][CH:43]=1.C(=O)([O-])[O-].[Na+].[Na+]. (3) The reactants are: [CH3:1][C:2]1[CH:7]=[C:6]([CH3:8])[NH:5][C:4](=[O:9])[C:3]=1[CH2:10][NH:11][C:12]([C:14]1[CH:15]=[C:16]([C:30]2[CH:35]=[CH:34][C:33]([CH2:36][N:37]3[CH2:42][CH2:41][O:40][CH2:39][CH2:38]3)=[CH:32][CH:31]=2)[CH:17]=[C:18]([N:21]([CH2:28][CH3:29])[CH:22]2[CH2:27][CH2:26][NH:25][CH2:24][CH2:23]2)[C:19]=1[CH3:20])=[O:13].[C:43](O)(=[O:48])[C:44]([CH3:47])([CH3:46])[CH3:45].C(N(CC)CC)C.C1CN([P+](ON2N=NC3C=CC=CC2=3)(N2CCCC2)N2CCCC2)CC1.F[P-](F)(F)(F)(F)F. Given the product [CH3:1][C:2]1[CH:7]=[C:6]([CH3:8])[NH:5][C:4](=[O:9])[C:3]=1[CH2:10][NH:11][C:12]([C:14]1[CH:15]=[C:16]([C:30]2[CH:35]=[CH:34][C:33]([CH2:36][N:37]3[CH2:38][CH2:39][O:40][CH2:41][CH2:42]3)=[CH:32][CH:31]=2)[CH:17]=[C:18]([N:21]([CH2:28][CH3:29])[CH:22]2[CH2:23][CH2:24][N:25]([C:43](=[O:48])[C:44]([CH3:47])([CH3:46])[CH3:45])[CH2:26][CH2:27]2)[C:19]=1[CH3:20])=[O:13], predict the reactants needed to synthesize it. (4) Given the product [CH3:16][O:15][CH:2]([C:6]([CH3:14])([C:8]1[CH:9]=[CH:10][CH:11]=[CH:12][CH:13]=1)[CH3:7])[C:3]([OH:5])=[O:4], predict the reactants needed to synthesize it. The reactants are: C[C:2]([O:15][CH3:16])([C:6]([CH3:14])([C:8]1[CH:13]=[CH:12][CH:11]=[CH:10][CH:9]=1)[CH3:7])[C:3]([OH:5])=[O:4].O.O.[OH-].[Li+]. (5) The reactants are: [Cl:1][C:2]1[N:10]=[C:9]2[C:5]([N:6]=[CH:7][N:8]2[CH:11]2[CH2:16][CH2:15][CH2:14][CH2:13][O:12]2)=[C:4]([N:17]2[CH2:22][CH2:21][O:20][CH2:19][CH2:18]2)[N:3]=1.CN(C)CCN(C)C.[Li]CCCC.[F:36][C:37]([F:44])([F:43])[C:38](OCC)=[O:39]. Given the product [Cl:1][C:2]1[N:10]=[C:9]2[C:5]([N:6]=[C:7]([C:38](=[O:39])[C:37]([F:44])([F:43])[F:36])[N:8]2[CH:11]2[CH2:16][CH2:15][CH2:14][CH2:13][O:12]2)=[C:4]([N:17]2[CH2:22][CH2:21][O:20][CH2:19][CH2:18]2)[N:3]=1, predict the reactants needed to synthesize it.